This data is from NCI-60 drug combinations with 297,098 pairs across 59 cell lines. The task is: Regression. Given two drug SMILES strings and cell line genomic features, predict the synergy score measuring deviation from expected non-interaction effect. (1) Drug 1: CC=C1C(=O)NC(C(=O)OC2CC(=O)NC(C(=O)NC(CSSCCC=C2)C(=O)N1)C(C)C)C(C)C. Drug 2: C(CN)CNCCSP(=O)(O)O. Cell line: PC-3. Synergy scores: CSS=35.2, Synergy_ZIP=3.28, Synergy_Bliss=7.99, Synergy_Loewe=-27.8, Synergy_HSA=5.45. (2) Drug 1: CC1=CC2C(CCC3(C2CCC3(C(=O)C)OC(=O)C)C)C4(C1=CC(=O)CC4)C. Drug 2: C1=NC2=C(N1)C(=S)N=CN2. Cell line: A549. Synergy scores: CSS=14.7, Synergy_ZIP=-6.77, Synergy_Bliss=-2.43, Synergy_Loewe=-11.8, Synergy_HSA=-0.178. (3) Drug 2: CN(C)N=NC1=C(NC=N1)C(=O)N. Drug 1: CC1=C2C(C(=O)C3(C(CC4C(C3C(C(C2(C)C)(CC1OC(=O)C(C(C5=CC=CC=C5)NC(=O)OC(C)(C)C)O)O)OC(=O)C6=CC=CC=C6)(CO4)OC(=O)C)OC)C)OC. Synergy scores: CSS=24.2, Synergy_ZIP=-7.20, Synergy_Bliss=-11.4, Synergy_Loewe=-15.1, Synergy_HSA=-7.33. Cell line: CAKI-1.